This data is from Forward reaction prediction with 1.9M reactions from USPTO patents (1976-2016). The task is: Predict the product of the given reaction. (1) Given the reactants [CH2:1]([O:3][C:4]1[CH:9]=[CH:8][CH:7]=[CH:6][C:5]=1[CH2:10][CH3:11])[CH3:2].[N+:12]([O-])([OH:14])=[O:13], predict the reaction product. The product is: [CH2:1]([O:3][C:4]1[CH:9]=[CH:8][C:7]([N+:12]([O-:14])=[O:13])=[CH:6][C:5]=1[CH2:10][CH3:11])[CH3:2]. (2) Given the reactants [Cl:1][C:2]1[CH:3]=[C:4](/[CH:9]=[CH:10]/[C:11]([N:13]2[CH2:19][CH2:18][C:17](=[O:20])[NH:16][CH2:15][CH2:14]2)=[O:12])[CH:5]=[CH:6][C:7]=1[Cl:8].C[CH2:22][CH:23](Br)[CH2:24][CH2:25][CH2:26][Br:27].[H-].[Na+].[OH:31]S([O-])(=O)=O.[K+].CN([CH:40]=[O:41])C, predict the reaction product. The product is: [CH3:40][O:41][C:22](=[O:31])[CH:23]([N:16]1[C:17](=[O:20])[CH2:18][CH2:19][N:13]([C:11](=[O:12])/[CH:10]=[CH:9]/[C:4]2[CH:5]=[CH:6][C:7]([Cl:8])=[C:2]([Cl:1])[CH:3]=2)[CH2:14][CH2:15]1)[CH2:24][CH2:25][CH2:26][Br:27]. (3) Given the reactants [CH2:1]([N:8]([C:30]1[CH:31]=[CH:32][C:33]([OH:39])=[C:34]([CH:38]=1)[C:35]([OH:37])=[O:36])[C:9](=[O:29])[CH2:10][N:11]([CH2:22]C1C=CC=CC=1)[S:12]([C:15]1[CH:20]=[CH:19][C:18]([CH3:21])=[CH:17][CH:16]=1)(=[O:14])=[O:13])[C:2]1[CH:7]=[CH:6][CH:5]=[CH:4][CH:3]=1.C(#N)C, predict the reaction product. The product is: [CH2:1]([N:8]([C:30]1[CH:31]=[CH:32][C:33]([OH:39])=[C:34]([CH:38]=1)[C:35]([OH:37])=[O:36])[C:9](=[O:29])[CH2:10][N:11]([CH3:22])[S:12]([C:15]1[CH:20]=[CH:19][C:18]([CH3:21])=[CH:17][CH:16]=1)(=[O:14])=[O:13])[C:2]1[CH:3]=[CH:4][CH:5]=[CH:6][CH:7]=1. (4) The product is: [CH2:1]([O:8][C:9]1[CH:10]=[C:11]([CH2:15][CH2:16][NH:17][C:20](=[O:21])[O:22][C:23]([CH3:26])([CH3:25])[CH3:24])[CH:12]=[CH:13][CH:14]=1)[C:2]1[CH:3]=[CH:4][CH:5]=[CH:6][CH:7]=1. Given the reactants [CH2:1]([O:8][C:9]1[CH:10]=[C:11]([CH2:15][CH2:16][NH2:17])[CH:12]=[CH:13][CH:14]=1)[C:2]1[CH:7]=[CH:6][CH:5]=[CH:4][CH:3]=1.[OH-].[Na+].[C:20](O[C:20]([O:22][C:23]([CH3:26])([CH3:25])[CH3:24])=[O:21])([O:22][C:23]([CH3:26])([CH3:25])[CH3:24])=[O:21], predict the reaction product.